Task: Predict which catalyst facilitates the given reaction.. Dataset: Catalyst prediction with 721,799 reactions and 888 catalyst types from USPTO (1) Reactant: [CH:1]1([N:7]2[C:12]([OH:13])=[C:11]([C:14]([NH:16][CH2:17][C:18]([O:20]CC)=[O:19])=[O:15])[C:10](=[O:23])[NH:9][C:8]2=[O:24])[CH2:6][CH2:5][CH2:4][CH2:3][CH2:2]1.C(=O)([O-])[O-].[K+].[K+].[F:31][C:32]([F:46])([F:45])[C:33]1[CH:40]=[C:39]([C:41]([F:44])([F:43])[F:42])[CH:38]=[CH:37][C:34]=1[CH2:35]Br.Cl. Product: [F:31][C:32]([F:45])([F:46])[C:33]1[CH:40]=[C:39]([C:41]([F:42])([F:43])[F:44])[CH:38]=[CH:37][C:34]=1[CH2:35][N:9]1[C:10](=[O:23])[C:11]([C:14]([NH:16][CH2:17][C:18]([OH:20])=[O:19])=[O:15])=[C:12]([OH:13])[N:7]([CH:1]2[CH2:2][CH2:3][CH2:4][CH2:5][CH2:6]2)[C:8]1=[O:24]. The catalyst class is: 44. (2) Reactant: [Cl:1][C:2]1[CH:11]=[CH:10][C:5]([C:6]([O:8][CH3:9])=[O:7])=[C:4]([NH:12][CH2:13][CH2:14][CH2:15][OH:16])[C:3]=1[NH:17][C:18](=S)[NH:19][C:20]1[CH:25]=[CH:24][C:23]([Cl:26])=[CH:22][C:21]=1[Cl:27].Cl.C(N=C=NCCCN(C)C)C.C(N(CC)CC)C. Product: [Cl:1][C:2]1[C:3]2[N:17]=[C:18]([NH:19][C:20]3[CH:25]=[CH:24][C:23]([Cl:26])=[CH:22][C:21]=3[Cl:27])[N:12]([CH2:13][CH2:14][CH2:15][OH:16])[C:4]=2[C:5]([C:6]([O:8][CH3:9])=[O:7])=[CH:10][CH:11]=1. The catalyst class is: 7. (3) Reactant: [BH4-].[Na+].C[O:4][C:5](=O)[CH2:6][C:7]1[N:12]=[C:11]([C:13]([F:16])([F:15])[F:14])[N:10]=[C:9]([O:17][CH:18]2[CH2:23][CH2:22][N:21]([C:24]([O:26][C:27]([CH3:30])([CH3:29])[CH3:28])=[O:25])[CH2:20][CH2:19]2)[CH:8]=1.CO. Product: [OH:4][CH2:5][CH2:6][C:7]1[N:12]=[C:11]([C:13]([F:15])([F:16])[F:14])[N:10]=[C:9]([O:17][CH:18]2[CH2:19][CH2:20][N:21]([C:24]([O:26][C:27]([CH3:30])([CH3:29])[CH3:28])=[O:25])[CH2:22][CH2:23]2)[CH:8]=1. The catalyst class is: 7. (4) Reactant: [OH:1][C:2]1[C:11]2[C:6](=[CH:7][C:8]([CH3:13])=[C:9]([CH3:12])[CH:10]=2)[N:5]=[C:4]([C:14]([OH:16])=O)[CH:3]=1.[CH2:17]([O:21][C:22]([N:24]1[CH2:29][CH2:28][N:27]([C:30](=[O:33])[CH2:31][NH2:32])[CH2:26][CH2:25]1)=[O:23])[CH2:18][CH2:19][CH3:20].C1C=CC2N(O)N=NC=2C=1.C(Cl)CCl. Product: [CH2:17]([O:21][C:22]([N:24]1[CH2:25][CH2:26][N:27]([C:30](=[O:33])[CH2:31][NH:32][C:14]([C:4]2[CH:3]=[C:2]([OH:1])[C:11]3[C:6](=[CH:7][C:8]([CH3:13])=[C:9]([CH3:12])[CH:10]=3)[N:5]=2)=[O:16])[CH2:28][CH2:29]1)=[O:23])[CH2:18][CH2:19][CH3:20]. The catalyst class is: 18. (5) Reactant: [C@@H:1]([O:5][C:6]([C:8]1[CH:9]=[C:10]([CH:36]=[CH:37][CH:38]=1)[CH2:11][N:12]1[C:16](=[O:17])[C:15]2([CH2:22][CH2:21][N:20](C(OC(C)(C)C)=O)[CH2:19][CH2:18]2)[N:14]([C:30]2[CH:35]=[CH:34][CH:33]=[CH:32][CH:31]=2)[CH2:13]1)=[O:7])([CH2:3][CH3:4])[CH3:2].Cl. Product: [O:17]=[C:16]1[C:15]2([CH2:22][CH2:21][NH:20][CH2:19][CH2:18]2)[N:14]([C:30]2[CH:31]=[CH:32][CH:33]=[CH:34][CH:35]=2)[CH2:13][N:12]1[CH2:11][C:10]1[CH:9]=[C:8]([CH:38]=[CH:37][CH:36]=1)[C:6]([O:5][C@H:1]([CH2:3][CH3:4])[CH3:2])=[O:7]. The catalyst class is: 12. (6) Reactant: [Br:1][C:2]1[CH:7]=[CH:6][C:5]([CH2:8][C:9]([OH:11])=O)=[CH:4][C:3]=1[C:12]([F:15])([F:14])[F:13].[C:16]1([C:22]2[CH:23]=[CH:24][C:25]([NH2:28])=[N:26][CH:27]=2)[CH:21]=[CH:20][CH:19]=[CH:18][CH:17]=1.CN(C(ON1N=NC2C=CC=NC1=2)=[N+](C)C)C.F[P-](F)(F)(F)(F)F.CCN(C(C)C)C(C)C. Product: [Br:1][C:2]1[CH:7]=[CH:6][C:5]([CH2:8][C:9]([NH:28][C:25]2[CH:24]=[CH:23][C:22]([C:16]3[CH:21]=[CH:20][CH:19]=[CH:18][CH:17]=3)=[CH:27][N:26]=2)=[O:11])=[CH:4][C:3]=1[C:12]([F:15])([F:14])[F:13]. The catalyst class is: 39. (7) Reactant: [CH3:1][C:2]1[N:3]=[C:4]([C:8]2[CH2:9][CH2:10][N:11]([C:14]([O:16][C:17]([CH3:20])([CH3:19])[CH3:18])=[O:15])[CH2:12][CH:13]=2)[NH:5][C:6]=1[CH3:7].[H][H]. Product: [CH3:7][C:6]1[N:5]=[C:4]([CH:8]2[CH2:9][CH2:10][N:11]([C:14]([O:16][C:17]([CH3:20])([CH3:19])[CH3:18])=[O:15])[CH2:12][CH2:13]2)[NH:3][C:2]=1[CH3:1]. The catalyst class is: 352. (8) Reactant: [NH2:1][CH2:2][C:3]1[N:4]=[N:5][N:6]([C:8]2[CH:9]=[C:10]([NH:14][C:15]([N:17]3[C@@H:23]4[CH2:24][N:20]([CH2:21][CH2:22]4)[C:19]4[CH:25]=[CH:26][C:27]([C:29]5[CH:34]=[CH:33][CH:32]=[C:31]([C:35]([F:38])([F:37])[F:36])[CH:30]=5)=[N:28][C:18]3=4)=[O:16])[CH:11]=[CH:12][CH:13]=2)[CH:7]=1.C(N(CC)CC)C.[CH:46]1[C:51]([N:52]=[C:53]=[S:54])=[CH:50][C:49]2[C:55]([O:57][C:58]3([C:68]4[CH:69]=[CH:70][C:71]([OH:73])=[CH:72][C:67]=4[O:66][C:60]4[CH:61]=[C:62]([OH:65])[CH:63]=[CH:64][C:59]3=4)[C:48]=2[CH:47]=1)=[O:56].CN(C=O)C. Product: [OH:65][C:62]1[CH:63]=[CH:64][C:59]2[C:58]3([C:48]4[C:49](=[CH:50][C:51]([NH:52][C:53](=[S:54])[NH:1][CH2:2][C:3]5[N:4]=[N:5][N:6]([C:8]6[CH:9]=[C:10]([NH:14][C:15]([N:17]7[C@@H:23]8[CH2:24][N:20]([CH2:21][CH2:22]8)[C:19]8[CH:25]=[CH:26][C:27]([C:29]9[CH:34]=[CH:33][CH:32]=[C:31]([C:35]([F:38])([F:37])[F:36])[CH:30]=9)=[N:28][C:18]7=8)=[O:16])[CH:11]=[CH:12][CH:13]=6)[CH:7]=5)=[CH:46][CH:47]=4)[C:55](=[O:56])[O:57]3)[C:68]3[C:67]([O:66][C:60]=2[CH:61]=1)=[CH:72][C:71]([OH:73])=[CH:70][CH:69]=3. The catalyst class is: 10. (9) The catalyst class is: 20. Reactant: [OH-].[Li+].[Cl:3][C:4]1[CH:9]=[CH:8][C:7]([S:10]([N:13]([CH2:21][C:22]2[CH:31]=[CH:30][C:25]([C:26]([O:28]C)=[O:27])=[CH:24][CH:23]=2)[CH:14]2[CH2:19][CH2:18][CH2:17][CH2:16][CH:15]2[CH3:20])(=[O:12])=[O:11])=[CH:6][CH:5]=1. Product: [Cl:3][C:4]1[CH:5]=[CH:6][C:7]([S:10]([N:13]([CH2:21][C:22]2[CH:23]=[CH:24][C:25]([C:26]([OH:28])=[O:27])=[CH:30][CH:31]=2)[CH:14]2[CH2:19][CH2:18][CH2:17][CH2:16][CH:15]2[CH3:20])(=[O:11])=[O:12])=[CH:8][CH:9]=1. (10) Reactant: I[C:2]1[N:10]([S:11]([C:14]2[CH:19]=[CH:18][C:17]([CH3:20])=[CH:16][CH:15]=2)(=[O:13])=[O:12])[C:5]2=[N:6][CH:7]=[CH:8][CH:9]=[C:4]2[CH:3]=1.C(OC([N:28]1[C:36]2[C:31](=[CH:32][C:33]([O:39][CH3:40])=[CH:34][C:35]=2[O:37][CH3:38])[C:30](B(O)O)=[CH:29]1)=O)(C)(C)C.C(=O)([O-])O.[Na+].C1CCCCC1.C(OCC)(=O)C. Product: [CH3:40][O:39][C:33]1[CH:32]=[C:31]2[C:36](=[C:35]([O:37][CH3:38])[CH:34]=1)[NH:28][CH:29]=[C:30]2[C:2]1[N:10]([S:11]([C:14]2[CH:19]=[CH:18][C:17]([CH3:20])=[CH:16][CH:15]=2)(=[O:13])=[O:12])[C:5]2=[N:6][CH:7]=[CH:8][CH:9]=[C:4]2[CH:3]=1. The catalyst class is: 427.